Dataset: NCI-60 drug combinations with 297,098 pairs across 59 cell lines. Task: Regression. Given two drug SMILES strings and cell line genomic features, predict the synergy score measuring deviation from expected non-interaction effect. (1) Drug 1: C1=CC(=CC=C1C#N)C(C2=CC=C(C=C2)C#N)N3C=NC=N3. Drug 2: CS(=O)(=O)OCCCCOS(=O)(=O)C. Cell line: TK-10. Synergy scores: CSS=4.01, Synergy_ZIP=0.567, Synergy_Bliss=3.89, Synergy_Loewe=-0.886, Synergy_HSA=-0.166. (2) Drug 1: CN1C(=O)N2C=NC(=C2N=N1)C(=O)N. Drug 2: CS(=O)(=O)CCNCC1=CC=C(O1)C2=CC3=C(C=C2)N=CN=C3NC4=CC(=C(C=C4)OCC5=CC(=CC=C5)F)Cl. Cell line: 786-0. Synergy scores: CSS=10.0, Synergy_ZIP=-5.17, Synergy_Bliss=-6.21, Synergy_Loewe=-8.28, Synergy_HSA=-4.37. (3) Drug 1: COC1=CC(=CC(=C1O)OC)C2C3C(COC3=O)C(C4=CC5=C(C=C24)OCO5)OC6C(C(C7C(O6)COC(O7)C8=CC=CS8)O)O. Drug 2: C1=C(C(=O)NC(=O)N1)F. Cell line: DU-145. Synergy scores: CSS=55.5, Synergy_ZIP=-5.07, Synergy_Bliss=-7.51, Synergy_Loewe=-4.37, Synergy_HSA=-1.54.